Predict which catalyst facilitates the given reaction. From a dataset of Catalyst prediction with 721,799 reactions and 888 catalyst types from USPTO. (1) Reactant: Cl[C:2](=[O:8])[C:3]([O:5][CH2:6][CH3:7])=[O:4].[Cl-].[Cl-].[Cl-].[Al+3].[Cl:13][C:14]1[CH:19]=[CH:18][C:17]([CH3:20])=[CH:16][C:15]=1[O:21][CH3:22]. Product: [Cl:13][C:14]1[C:15]([O:21][CH3:22])=[CH:16][C:17]([CH3:20])=[C:18]([C:2](=[O:8])[C:3]([O:5][CH2:6][CH3:7])=[O:4])[CH:19]=1. The catalyst class is: 2. (2) Product: [Br:1][C:2]1[CH:3]=[CH:4][C:5]2[O:10][C:12]([CH3:14])([CH3:11])[O:8][CH2:7][C:6]=2[CH:9]=1. The catalyst class is: 1. Reactant: [Br:1][C:2]1[CH:3]=[CH:4][C:5]([OH:10])=[C:6]([CH:9]=1)[CH2:7][OH:8].[CH3:11][C:12]([CH3:14])=O.[Al+3].[Cl-].[Cl-].[Cl-]. (3) Reactant: [Cl-].[Al+3].[Cl-].[Cl-].[F:5][C:6]1[CH:11]=[C:10]([I:12])[CH:9]=[CH:8][C:7]=1[NH:13][C:14]1[N:15]([CH3:58])[C:16](=[O:57])[C:17]([CH3:56])=[C:18]2[C:23]=1[C:22](=[O:24])[N:21](CC1C=CC(OC)=CC=1)[C:20](=[O:34])[N:19]2[C:35]1[CH:36]=[C:37]([CH:53]=[CH:54][CH:55]=1)[C:38]([N:40]1[CH2:45][CH2:44][N:43](C(OC(C)(C)C)=O)[CH2:42][CH2:41]1)=[O:39].CO. Product: [F:5][C:6]1[CH:11]=[C:10]([I:12])[CH:9]=[CH:8][C:7]=1[NH:13][C:14]1[N:15]([CH3:58])[C:16](=[O:57])[C:17]([CH3:56])=[C:18]2[C:23]=1[C:22](=[O:24])[NH:21][C:20](=[O:34])[N:19]2[C:35]1[CH:55]=[CH:54][CH:53]=[C:37]([C:38]([N:40]2[CH2:45][CH2:44][NH:43][CH2:42][CH2:41]2)=[O:39])[CH:36]=1. The catalyst class is: 520. (4) Reactant: [CH3:1][C:2]1[CH:8]=[CH:7][C:6]([CH3:9])=[CH:5][C:3]=1[NH2:4].ClCCl.C(=O)(O)[O-].[Na+].C[N+](C)(C)C.Cl[I-:24]Cl. Product: [I:24][C:7]1[C:6]([CH3:9])=[CH:5][C:3]([NH2:4])=[C:2]([CH3:1])[CH:8]=1. The catalyst class is: 72.